From a dataset of Reaction yield outcomes from USPTO patents with 853,638 reactions. Predict the reaction yield, written as a fraction of the theoretical maximum amount of product (1.0 means a 100% yield; for example, 0.34 means a 34% yield). (1) The reactants are N1C=CC=CC=1.F.[CH3:8][O:9][C:10]([CH:12]1[CH:16]([C@@H:17]([CH3:27])[CH2:18][O:19][Si](C(C)(C)C)(C)C)[CH2:15][N:14]([C:28]([O:30][CH2:31][C:32]2[CH:37]=[CH:36][CH:35]=[CH:34][CH:33]=2)=[O:29])[CH2:13]1)=[O:11]. The catalyst is N1C=CC=CC=1. The product is [CH3:8][O:9][C:10]([CH:12]1[CH:16]([C@@H:17]([CH3:27])[CH2:18][OH:19])[CH2:15][N:14]([C:28]([O:30][CH2:31][C:32]2[CH:37]=[CH:36][CH:35]=[CH:34][CH:33]=2)=[O:29])[CH2:13]1)=[O:11]. The yield is 0.930. (2) The catalyst is CO.[Ni]. The yield is 0.430. The product is [CH2:1]([S:3]([C:6]1[CH:13]=[CH:12][C:9]([CH2:10][NH2:11])=[CH:8][CH:7]=1)(=[O:5])=[O:4])[CH3:2]. The reactants are [CH2:1]([S:3]([C:6]1[CH:13]=[CH:12][C:9]([C:10]#[N:11])=[CH:8][CH:7]=1)(=[O:5])=[O:4])[CH3:2].N. (3) The reactants are Cl[C:2](=[N:8][OH:9])[C:3]([O:5][CH2:6][CH3:7])=[O:4].[Br:10][CH2:11][C:12]#[CH:13].C(=O)(O)[O-].[Na+].O. The catalyst is C(OCC)(=O)C. The product is [Br:10][CH2:11][C:12]1[O:9][N:8]=[C:2]([C:3]([O:5][CH2:6][CH3:7])=[O:4])[CH:13]=1. The yield is 0.870. (4) The reactants are [Br:1][CH:2]1[C:10]2[C:5](=[CH:6][CH:7]=[CH:8][C:9]=2[O:11][CH3:12])[C:4](=[O:13])[O:3]1.[C:14]1([P:20]([C:27]2[CH:32]=[CH:31][CH:30]=[CH:29][CH:28]=2)[C:21]2[CH:26]=[CH:25][CH:24]=[CH:23][CH:22]=2)[CH:19]=[CH:18][CH:17]=[CH:16][CH:15]=1. The catalyst is C1COCC1. The product is [Br-:1].[CH3:12][O:11][C:9]1[CH:8]=[CH:7][CH:6]=[C:5]2[C:10]=1[CH:2]([P+:20]([C:21]1[CH:22]=[CH:23][CH:24]=[CH:25][CH:26]=1)([C:27]1[CH:32]=[CH:31][CH:30]=[CH:29][CH:28]=1)[C:14]1[CH:15]=[CH:16][CH:17]=[CH:18][CH:19]=1)[O:3][C:4]2=[O:13]. The yield is 0.534. (5) The reactants are [CH3:1][C:2]1([CH:8]([C:10]2[C:18]3[C:13](=[N:14][CH:15]=[C:16]([C:19]4[CH:24]=[C:23]([O:25][CH3:26])[C:22]([O:27][CH3:28])=[C:21]([O:29][CH3:30])[CH:20]=4)[N:17]=3)[NH:12][CH:11]=2)[OH:9])[CH2:7][CH2:6][CH2:5][CH2:4][CH2:3]1.CC(OI1(OC(C)=O)(OC(C)=O)OC(=O)C2C=CC=CC1=2)=O. The catalyst is ClCCl. The product is [CH3:1][C:2]1([C:8]([C:10]2[C:18]3[C:13](=[N:14][CH:15]=[C:16]([C:19]4[CH:20]=[C:21]([O:29][CH3:30])[C:22]([O:27][CH3:28])=[C:23]([O:25][CH3:26])[CH:24]=4)[N:17]=3)[NH:12][CH:11]=2)=[O:9])[CH2:3][CH2:4][CH2:5][CH2:6][CH2:7]1. The yield is 0.220. (6) The reactants are [Cl:1][C:2]1[CH:3]=[C:4]2[C:8](=[CH:9][CH:10]=1)[NH:7][CH:6]=[CH:5]2.[CH2:11](Br)[C:12]1[CH:17]=[CH:16][CH:15]=[CH:14][CH:13]=1.[OH-].[K+]. The catalyst is C1OCCOCCOCCOCCOCCOC1. The product is [Cl:1][C:2]1[CH:3]=[C:4]2[C:8](=[CH:9][CH:10]=1)[N:7]([CH2:11][C:12]1[CH:17]=[CH:16][CH:15]=[CH:14][CH:13]=1)[CH:6]=[CH:5]2. The yield is 0.600. (7) The reactants are [F:1][C:2]1[CH:7]=[C:6]([F:8])[CH:5]=[CH:4][C:3]=1[CH2:9][OH:10].Cl[C:12]1[CH:17]=[C:16](I)[CH:15]=[CH:14][N:13]=1.C([O-])([O-])=[O:20].[Cs+].[Cs+].N1C2C(=CC=C3C=2N=CC=C3)C=CC=1. The catalyst is C1(C)C=CC=CC=1.[Cu]I.C(O)=O.O. The product is [F:1][C:2]1[CH:7]=[C:6]([F:8])[CH:5]=[CH:4][C:3]=1[CH2:9][O:10][C:16]1[CH:15]=[CH:14][NH:13][C:12](=[O:20])[CH:17]=1. The yield is 0.440.